Dataset: Full USPTO retrosynthesis dataset with 1.9M reactions from patents (1976-2016). Task: Predict the reactants needed to synthesize the given product. (1) Given the product [CH2:1]([N:8]1[C:12]([CH3:13])=[C:11]([CH:24]=[O:25])[C:10]([CH3:14])=[N:9]1)[C:2]1[CH:3]=[CH:4][CH:5]=[CH:6][CH:7]=1, predict the reactants needed to synthesize it. The reactants are: [CH2:1]([N:8]1[C:12]([CH3:13])=[CH:11][C:10]([CH3:14])=[N:9]1)[C:2]1[CH:7]=[CH:6][CH:5]=[CH:4][CH:3]=1.P(Cl)(Cl)(Cl)=O.[OH-].[Na+].CN(C)[CH:24]=[O:25]. (2) Given the product [Br:13][C:14]1[C:15]([O:22][CH3:23])=[C:16]2[C:17]([C:8]([CH2:11][CH3:12])([CH2:6][CH3:7])[CH2:9][NH:20]2)=[CH:18][CH:19]=1, predict the reactants needed to synthesize it. The reactants are: S(=O)(=O)(O)O.[CH2:6]([CH:8]([CH2:11][CH3:12])[CH:9]=O)[CH3:7].[Br:13][C:14]1[C:15]([O:22][CH3:23])=[C:16]([NH:20]N)[CH:17]=[CH:18][CH:19]=1.[BH4-].[Na+]. (3) Given the product [C:5]([OH:8])(=[O:24])[CH3:4].[NH2:1][C:2]1[N:6]([CH3:7])[C:5](=[O:8])[C:4]([C:15]2[CH:20]=[CH:19][CH:18]=[C:17]([C:30]3[CH:31]=[CH:32][CH:33]=[C:34]4[C:39]=3[O:38][CH2:37][CH2:36][CH2:35]4)[CH:16]=2)([C:9]2[CH:14]=[CH:13][CH:12]=[CH:11][CH:10]=2)[N:3]=1, predict the reactants needed to synthesize it. The reactants are: [NH2:1][C:2]1[N:6]([CH3:7])[C:5](=[O:8])[C:4]([C:15]2[CH:20]=[CH:19][CH:18]=[C:17](Br)[CH:16]=2)([C:9]2[CH:14]=[CH:13][CH:12]=[CH:11][CH:10]=2)[N:3]=1.CC1(C)C(C)(C)OB([C:30]2[CH:31]=[CH:32][CH:33]=[C:34]3[C:39]=2[O:38][CH2:37][CH2:36][CH2:35]3)[O:24]1.